Regression. Given a peptide amino acid sequence and an MHC pseudo amino acid sequence, predict their binding affinity value. This is MHC class II binding data. From a dataset of Peptide-MHC class II binding affinity with 134,281 pairs from IEDB. (1) The peptide sequence is ARRRLRTLVLAPTRV. The MHC is HLA-DQA10601-DQB10402 with pseudo-sequence HLA-DQA10601-DQB10402. The binding affinity (normalized) is 0.443. (2) The peptide sequence is LRFRVPWISDTPYRV. The MHC is DRB1_0405 with pseudo-sequence DRB1_0405. The binding affinity (normalized) is 0.266. (3) The peptide sequence is HGDGLGFLLDAAIRI. The MHC is DRB1_1101 with pseudo-sequence DRB1_1101. The binding affinity (normalized) is 0.0427.